Dataset: SARS-CoV-2 main protease (3CLPro) crystallographic fragment screen with 879 compounds. Task: Binary Classification. Given a drug SMILES string, predict its activity (active/inactive) in a high-throughput screening assay against a specified biological target. (1) The molecule is COC(=O)C1(C)CCCN1C(C)=O. The result is 0 (inactive). (2) The drug is CC(Oc1ccc(C#N)cc1)C(N)=O. The result is 0 (inactive). (3) The drug is Cc1ccc(CN(C)Cc2ccccc2)o1. The result is 0 (inactive). (4) The molecule is C[C@H]1C[C@H](C(=O)OC(C)(C)C)CN1. The result is 0 (inactive).